From a dataset of Forward reaction prediction with 1.9M reactions from USPTO patents (1976-2016). Predict the product of the given reaction. (1) Given the reactants [S:1]1[CH2:7][CH2:6][CH2:5][C:4](=O)[CH2:3][CH2:2]1.[Si](OS(C(F)(F)F)(=O)=O)(C)(C)C.[Br:21][C:22]1[CH:23]=[C:24]2[C:28](=[C:29]([C:31]([O:33][CH3:34])=[O:32])[CH:30]=1)[NH:27][CH:26]=[CH:25]2.C([SiH](CC)CC)C, predict the reaction product. The product is: [Br:21][C:22]1[CH:23]=[C:24]2[C:28](=[C:29]([C:31]([O:33][CH3:34])=[O:32])[CH:30]=1)[NH:27][CH:26]=[C:25]2[CH:4]1[CH2:5][CH2:6][CH2:7][S:1][CH2:2][CH2:3]1. (2) Given the reactants [Br:1][C:2]1[CH:3]=[C:4]([C:8]2([C:11]([OH:13])=O)[CH2:10][CH2:9]2)[CH:5]=[N:6][CH:7]=1.O[N:15]=[C:16]([CH:18]1[CH2:20][CH2:19]1)[NH2:17].F[P-](F)(F)(F)(F)F.N1(O[P+](N2CCCC2)(N2CCCC2)N2CCCC2)C2C=CC=CC=2N=N1.C(N(CC)CC)C, predict the reaction product. The product is: [Br:1][C:2]1[CH:7]=[N:6][CH:5]=[C:4]([C:8]2([C:11]3[O:13][N:17]=[C:16]([CH:18]4[CH2:20][CH2:19]4)[N:15]=3)[CH2:9][CH2:10]2)[CH:3]=1. (3) Given the reactants Cl[C:2]1[CH:7]=[C:6]([Cl:8])[N:5]=[C:4]([NH2:9])[N:3]=1.[CH2:10]([NH2:12])[CH3:11].CCN(C(C)C)C(C)C, predict the reaction product. The product is: [Cl:8][C:6]1[N:5]=[C:4]([NH2:9])[N:3]=[C:2]([NH:12][CH2:10][CH3:11])[CH:7]=1. (4) Given the reactants [Cl:1][C:2]1[CH:10]=[C:9]2[C:5]([CH2:6][C:7](=[O:11])[NH:8]2)=[CH:4][CH:3]=1.[CH:12](=O)[CH2:13][CH3:14].CN(C)C1C=CC=CC=1.Cl, predict the reaction product. The product is: [Cl:1][C:2]1[CH:10]=[C:9]2[C:5](/[C:6](=[CH:12]\[CH2:13][CH3:14])/[C:7](=[O:11])[NH:8]2)=[CH:4][CH:3]=1. (5) Given the reactants [NH2:1][C:2]1[C:7]2[C:8]([C:11]3[CH:16]=[CH:15][C:14]([NH:17][C:18]([C:20]4[N:21]([CH3:29])[C:22]5[C:27]([CH:28]=4)=[CH:26][CH:25]=[CH:24][CH:23]=5)=[O:19])=[C:13]([O:30][CH3:31])[CH:12]=3)=[CH:9][S:10][C:6]=2[C:5]([C:32]([NH:34][CH2:35][CH:36]2[CH2:40][CH2:39][CH2:38][NH:37]2)=[O:33])=[CH:4][N:3]=1.Br[CH2:42][C:43]([NH2:45])=[O:44].[C:46](=[O:49])([O-])[O-:47].[K+].[K+], predict the reaction product. The product is: [C:32]([OH:33])(=[O:44])[CH3:5].[C:46]([OH:47])(=[O:49])[CH3:2].[C:43]([OH:44])(=[O:19])[CH3:42].[NH2:1][C:2]1[C:7]2[C:8]([C:11]3[CH:16]=[CH:15][C:14]([NH:17][C:18]([C:20]4[N:21]([CH3:29])[C:22]5[C:27]([CH:28]=4)=[CH:26][CH:25]=[CH:24][CH:23]=5)=[O:19])=[C:13]([O:30][CH3:31])[CH:12]=3)=[CH:9][S:10][C:6]=2[C:5]([C:32]([NH:34][CH2:35][CH:36]2[CH2:40][CH2:39][CH2:38][N:37]2[CH2:42][C:43]([NH2:45])=[O:44])=[O:33])=[CH:4][N:3]=1. (6) Given the reactants C([N:8]1[CH2:13][CH2:12][CH:11]([N:14]2[CH2:18][CH2:17][N:16]([CH2:19][CH2:20][CH2:21][N:22]3[CH2:27][CH2:26][O:25][CH2:24][CH2:23]3)[C:15]2=[C:28]([C:31]#[N:32])[C:29]#[N:30])[CH2:10][CH2:9]1)C1C=CC=CC=1.ClC(OC(Cl)C)=O, predict the reaction product. The product is: [O:25]1[CH2:26][CH2:27][N:22]([CH2:21][CH2:20][CH2:19][N:16]2[CH2:17][CH2:18][N:14]([CH:11]3[CH2:12][CH2:13][NH:8][CH2:9][CH2:10]3)[C:15]2=[C:28]([C:29]#[N:30])[C:31]#[N:32])[CH2:23][CH2:24]1. (7) Given the reactants [N:1]1([CH2:7][CH2:8][O:9][C:10]2[CH:15]=[CH:14][C:13]([NH2:16])=[C:12]([N+:17]([O-])=O)[CH:11]=2)[CH2:6][CH2:5][O:4][CH2:3][CH2:2]1, predict the reaction product. The product is: [N:1]1([CH2:7][CH2:8][O:9][C:10]2[CH:11]=[C:12]([NH2:17])[C:13]([NH2:16])=[CH:14][CH:15]=2)[CH2:6][CH2:5][O:4][CH2:3][CH2:2]1.